Predict the reactants needed to synthesize the given product. From a dataset of Full USPTO retrosynthesis dataset with 1.9M reactions from patents (1976-2016). Given the product [C:8]([O:7][C:6]([NH:5][CH2:4][CH2:3][CH2:2][N:24]1[C:23]([C:26]([O:28][CH2:29][CH3:30])=[O:27])=[CH:22][C:21]([O:20][Si:13]([C:16]([CH3:17])([CH3:19])[CH3:18])([CH3:15])[CH3:14])=[N:25]1)=[O:12])([CH3:11])([CH3:10])[CH3:9], predict the reactants needed to synthesize it. The reactants are: O[CH2:2][CH2:3][CH2:4][NH:5][C:6](=[O:12])[O:7][C:8]([CH3:11])([CH3:10])[CH3:9].[Si:13]([O:20][C:21]1[NH:25][N:24]=[C:23]([C:26]([O:28][CH2:29][CH3:30])=[O:27])[CH:22]=1)([C:16]([CH3:19])([CH3:18])[CH3:17])([CH3:15])[CH3:14].